This data is from Catalyst prediction with 721,799 reactions and 888 catalyst types from USPTO. The task is: Predict which catalyst facilitates the given reaction. (1) Reactant: [CH2:1]([N:3]([CH3:23])[CH:4]([CH2:21][CH3:22])[CH:5]([C:11]1[CH:20]=[CH:19][C:14]2[N:15]=[C:16]([NH2:18])[S:17][C:13]=2[CH:12]=1)[N:6]1[CH:10]=[CH:9][N:8]=[CH:7]1)[CH3:2].[C:24](OC(=O)C)(=[O:26])[CH3:25]. Product: [CH2:1]([N:3]([CH3:23])[CH:4]([CH2:21][CH3:22])[CH:5]([C:11]1[CH:20]=[CH:19][C:14]2[N:15]=[C:16]([NH:18][C:24](=[O:26])[CH3:25])[S:17][C:13]=2[CH:12]=1)[N:6]1[CH:10]=[CH:9][N:8]=[CH:7]1)[CH3:2]. The catalyst class is: 1. (2) Reactant: Cl[C:2]1[N:7]=[C:6]([C:8]2[N:12]3[CH:13]=[CH:14][CH:15]=[CH:16][C:11]3=[N:10][C:9]=2[C:17]2[CH:18]=[CH:19][C:20]([O:34][CH3:35])=[C:21]([CH:33]=2)[C:22]([NH:24][C:25]2[C:30]([F:31])=[CH:29][CH:28]=[CH:27][C:26]=2[F:32])=[O:23])[CH:5]=[CH:4][N:3]=1.[CH2:36]([O:38][C:39]1[CH:45]=[C:44]([N:46]2[CH2:51][CH2:50][CH:49]([CH2:52][CH2:53][S:54]([CH3:57])(=[O:56])=[O:55])[CH2:48][CH2:47]2)[C:43]([CH3:58])=[CH:42][C:40]=1[NH2:41])[CH3:37].Cl. Product: [F:32][C:26]1[CH:27]=[CH:28][CH:29]=[C:30]([F:31])[C:25]=1[NH:24][C:22](=[O:23])[C:21]1[CH:33]=[C:17]([C:9]2[N:10]=[C:11]3[CH:16]=[CH:15][CH:14]=[CH:13][N:12]3[C:8]=2[C:6]2[CH:5]=[CH:4][N:3]=[C:2]([NH:41][C:40]3[CH:42]=[C:43]([CH3:58])[C:44]([N:46]4[CH2:51][CH2:50][CH:49]([CH2:52][CH2:53][S:54]([CH3:57])(=[O:56])=[O:55])[CH2:48][CH2:47]4)=[CH:45][C:39]=3[O:38][CH2:36][CH3:37])[N:7]=2)[CH:18]=[CH:19][C:20]=1[O:34][CH3:35]. The catalyst class is: 836. (3) Reactant: [Br:1][CH2:2][CH2:3][O:4][CH2:5][C:6]1[CH:13]=[CH:12][C:9]([C:10]#[N:11])=[CH:8][CH:7]=1.[N:14]12[CH2:21][CH2:20][CH:17]([CH2:18][CH2:19]1)[C@@H:16]([O:22][C:23]([C:25]1([C:32]3[CH:37]=[CH:36][CH:35]=[CH:34][CH:33]=3)[CH2:31][CH2:30][CH2:29][CH2:28][CH2:27][CH2:26]1)=[O:24])[CH2:15]2. Product: [Br-:1].[C:10]([C:9]1[CH:12]=[CH:13][C:6]([CH2:5][O:4][CH2:3][CH2:2][N+:14]23[CH2:21][CH2:20][CH:17]([CH2:18][CH2:19]2)[C@@H:16]([O:22][C:23]([C:25]2([C:32]4[CH:33]=[CH:34][CH:35]=[CH:36][CH:37]=4)[CH2:31][CH2:30][CH2:29][CH2:28][CH2:27][CH2:26]2)=[O:24])[CH2:15]3)=[CH:7][CH:8]=1)#[N:11]. The catalyst class is: 23. (4) Reactant: C([O:4][C@@H:5]1[C@H:9]([O:10]C(=O)C)[C@@H:8]([CH2:14][O:15]C(=O)C)[CH2:7][C@H:6]1[N:19]1[CH:26]=[C:25]([F:27])[C:23](=O)[NH:22][C:20]1=[O:21])(=O)C.C([N:30](CC)CC)C.C(C1C=C(C(C)C)C=C(C(C)C)C=1S(Cl)(=O)=O)(C)C.[NH4+].[OH-]. Product: [OH:4][C@@H:5]1[C@H:9]([OH:10])[C@@H:8]([CH2:14][OH:15])[CH2:7][C@H:6]1[N:19]1[CH:26]=[C:25]([F:27])[C:23]([NH2:30])=[N:22][C:20]1=[O:21]. The catalyst class is: 594. (5) Reactant: [Br:1][C:2]1[S:6][C:5]([Cl:7])=[C:4]([C:8]([OH:10])=O)[CH:3]=1.C(Cl)(=O)C(Cl)=O.[C:17]1([O:23][CH3:24])[CH:22]=[CH:21][CH:20]=[CH:19][CH:18]=1.[Al+3].[Cl-].[Cl-].[Cl-]. Product: [Br:1][C:2]1[S:6][C:5]([Cl:7])=[C:4]([C:8]([C:20]2[CH:21]=[CH:22][C:17]([O:23][CH3:24])=[CH:18][CH:19]=2)=[O:10])[CH:3]=1. The catalyst class is: 59. (6) Reactant: [C:1]([C:3]1[CH:4]=[C:5]([CH:14]=[CH:15][C:16]=1[F:17])[C:6]([NH:8][CH2:9][Si:10]([CH3:13])([CH3:12])[CH3:11])=O)#[N:2].COC1C=CC(P2(=S)SP(C3C=CC(OC)=CC=3)(=S)[S:27]2)=CC=1. Product: [C:1]([C:3]1[CH:4]=[C:5]([C:6](=[S:27])[NH:8][CH2:9][Si:10]([CH3:13])([CH3:12])[CH3:11])[CH:14]=[CH:15][C:16]=1[F:17])#[N:2]. The catalyst class is: 7.